Dataset: Full USPTO retrosynthesis dataset with 1.9M reactions from patents (1976-2016). Task: Predict the reactants needed to synthesize the given product. (1) Given the product [C:1]1([CH2:11][CH:12]2[S:16][C:15](=[O:17])[NH:14][C:13]2=[O:18])[C:10]2[C:5](=[CH:6][CH:7]=[CH:8][CH:9]=2)[CH:4]=[CH:3][CH:2]=1, predict the reactants needed to synthesize it. The reactants are: [C:1]1([CH:11]=[C:12]2[S:16][C:15](=[O:17])[NH:14][C:13]2=[O:18])[C:10]2[C:5](=[CH:6][CH:7]=[CH:8][CH:9]=2)[CH:4]=[CH:3][CH:2]=1.N1C=CC=CC=1.[BH4-].[Li+].Cl. (2) Given the product [CH:3]1([C:9]2[C:10]3[CH:11]=[CH:12][C:13]([C:29]([OH:31])=[O:30])=[CH:14][C:15]=3[N:16]3[CH2:22][C@H:21]([OH:23])[C@H:20]([OH:24])[C:19]4[CH:25]=[CH:26][CH:27]=[CH:28][C:18]=4[C:17]=23)[CH2:4][CH2:5][CH2:6][CH2:7][CH2:8]1, predict the reactants needed to synthesize it. The reactants are: [OH-].[Na+].[CH:3]1([C:9]2[C:10]3[CH:11]=[CH:12][C:13]([C:29]([O:31]C)=[O:30])=[CH:14][C:15]=3[N:16]3[CH2:22][C@H:21]([OH:23])[C@H:20]([OH:24])[C:19]4[CH:25]=[CH:26][CH:27]=[CH:28][C:18]=4[C:17]=23)[CH2:8][CH2:7][CH2:6][CH2:5][CH2:4]1.Cl. (3) Given the product [CH3:1][C:2]1[N:3]([C:8]2[CH:13]=[C:12]([CH3:14])[C:11]([O:15][CH2:16][C:17]3[CH:22]=[CH:21][CH:20]=[CH:19][CH:18]=3)=[C:10]([CH2:23][CH2:32][CH2:33][CH2:34][CH2:35][CH2:36][CH2:37][CH2:38][CH2:39][CH2:40][O:41][CH2:42][C:43]3[CH:44]=[CH:45][CH:46]=[CH:47][CH:48]=3)[N:9]=2)[C:4]([CH3:7])=[CH:5][CH:6]=1, predict the reactants needed to synthesize it. The reactants are: [CH3:1][C:2]1[N:3]([C:8]2[CH:13]=[C:12]([CH3:14])[C:11]([O:15][CH2:16][C:17]3[CH:22]=[CH:21][CH:20]=[CH:19][CH:18]=3)=[C:10]([CH3:23])[N:9]=2)[C:4]([CH3:7])=[CH:5][CH:6]=1.[Li]C1C=CC=CC=1.Br[CH2:32][CH2:33][CH2:34][CH2:35][CH2:36][CH2:37][CH2:38][CH2:39][CH2:40][O:41][CH2:42][C:43]1[CH:48]=[CH:47][CH:46]=[CH:45][CH:44]=1. (4) Given the product [C:3]([O:7][C:8]([N:10]1[CH2:11][CH2:12][N:13]([C:16]2[CH:17]=[C:18]3[C:22](=[CH:23][CH:24]=2)[N:21]([CH3:25])[N:20]=[CH:19]3)[CH2:14][CH2:15]1)=[O:9])([CH3:6])([CH3:4])[CH3:5], predict the reactants needed to synthesize it. The reactants are: [H-].[Na+].[C:3]([O:7][C:8]([N:10]1[CH2:15][CH2:14][N:13]([C:16]2[CH:17]=[C:18]3[C:22](=[CH:23][CH:24]=2)[NH:21][N:20]=[CH:19]3)[CH2:12][CH2:11]1)=[O:9])([CH3:6])([CH3:5])[CH3:4].[CH3:25]I.